The task is: Predict the reactants needed to synthesize the given product.. This data is from Full USPTO retrosynthesis dataset with 1.9M reactions from patents (1976-2016). Given the product [Cl:1][C:2]1[CH:9]=[CH:8][C:7]([OH:10])=[CH:6][C:3]=1[CH2:4][N:11]1[CH2:16][CH2:15][O:14][CH2:13][CH2:12]1, predict the reactants needed to synthesize it. The reactants are: [Cl:1][C:2]1[CH:9]=[CH:8][C:7]([OH:10])=[CH:6][C:3]=1[CH:4]=O.[NH:11]1[CH2:16][CH2:15][O:14][CH2:13][CH2:12]1.[BH4-].[Na+].